This data is from NCI-60 drug combinations with 297,098 pairs across 59 cell lines. The task is: Regression. Given two drug SMILES strings and cell line genomic features, predict the synergy score measuring deviation from expected non-interaction effect. (1) Drug 1: C1CCN(CC1)CCOC2=CC=C(C=C2)C(=O)C3=C(SC4=C3C=CC(=C4)O)C5=CC=C(C=C5)O. Drug 2: C1CC(=O)NC(=O)C1N2C(=O)C3=CC=CC=C3C2=O. Cell line: SK-MEL-28. Synergy scores: CSS=1.87, Synergy_ZIP=3.95, Synergy_Bliss=10.9, Synergy_Loewe=3.68, Synergy_HSA=3.87. (2) Drug 1: CS(=O)(=O)C1=CC(=C(C=C1)C(=O)NC2=CC(=C(C=C2)Cl)C3=CC=CC=N3)Cl. Drug 2: CC(C)NC(=O)C1=CC=C(C=C1)CNNC.Cl. Cell line: OVCAR-8. Synergy scores: CSS=6.52, Synergy_ZIP=-1.61, Synergy_Bliss=-5.33, Synergy_Loewe=-9.75, Synergy_HSA=-6.33. (3) Drug 1: CCC1(CC2CC(C3=C(CCN(C2)C1)C4=CC=CC=C4N3)(C5=C(C=C6C(=C5)C78CCN9C7C(C=CC9)(C(C(C8N6C=O)(C(=O)OC)O)OC(=O)C)CC)OC)C(=O)OC)O.OS(=O)(=O)O. Drug 2: N.N.Cl[Pt+2]Cl. Cell line: HS 578T. Synergy scores: CSS=39.0, Synergy_ZIP=-2.70, Synergy_Bliss=-0.893, Synergy_Loewe=-0.265, Synergy_HSA=0.0495. (4) Drug 1: CC1=CC2C(CCC3(C2CCC3(C(=O)C)OC(=O)C)C)C4(C1=CC(=O)CC4)C. Drug 2: CN(CC1=CN=C2C(=N1)C(=NC(=N2)N)N)C3=CC=C(C=C3)C(=O)NC(CCC(=O)O)C(=O)O. Cell line: HT29. Synergy scores: CSS=46.5, Synergy_ZIP=4.29, Synergy_Bliss=2.59, Synergy_Loewe=-21.8, Synergy_HSA=0.740. (5) Drug 1: CC1CCC2CC(C(=CC=CC=CC(CC(C(=O)C(C(C(=CC(C(=O)CC(OC(=O)C3CCCCN3C(=O)C(=O)C1(O2)O)C(C)CC4CCC(C(C4)OC)O)C)C)O)OC)C)C)C)OC. Drug 2: C#CCC(CC1=CN=C2C(=N1)C(=NC(=N2)N)N)C3=CC=C(C=C3)C(=O)NC(CCC(=O)O)C(=O)O. Cell line: MDA-MB-231. Synergy scores: CSS=4.78, Synergy_ZIP=-1.10, Synergy_Bliss=-1.10, Synergy_Loewe=0.135, Synergy_HSA=-1.08. (6) Drug 1: CC1=C2C(C(=O)C3(C(CC4C(C3C(C(C2(C)C)(CC1OC(=O)C(C(C5=CC=CC=C5)NC(=O)C6=CC=CC=C6)O)O)OC(=O)C7=CC=CC=C7)(CO4)OC(=O)C)O)C)OC(=O)C. Drug 2: CC1=C(C(=O)C2=C(C1=O)N3CC4C(C3(C2COC(=O)N)OC)N4)N. Cell line: SNB-75. Synergy scores: CSS=25.8, Synergy_ZIP=-12.8, Synergy_Bliss=-8.09, Synergy_Loewe=-6.94, Synergy_HSA=-6.23. (7) Drug 1: CC(C)CN1C=NC2=C1C3=CC=CC=C3N=C2N. Drug 2: C(CCl)NC(=O)N(CCCl)N=O. Cell line: UACC62. Synergy scores: CSS=7.38, Synergy_ZIP=-3.67, Synergy_Bliss=-2.98, Synergy_Loewe=-2.07, Synergy_HSA=-2.54.